From a dataset of Reaction yield outcomes from USPTO patents with 853,638 reactions. Predict the reaction yield, written as a fraction of the theoretical maximum amount of product (1.0 means a 100% yield; for example, 0.34 means a 34% yield). (1) The reactants are [N:1]([C@@H:4]1[C:14]2[C:9](=[N:10][CH:11]=[CH:12][CH:13]=2)[C@H:8]([OH:15])[CH2:7][CH2:6][C@H:5]1[C:16]1[CH:21]=[CH:20][CH:19]=[C:18]([F:22])[C:17]=1[F:23])=[N+:2]=[N-:3].[O:24]=[C:25]1[NH:33][C:28]2=[N:29][CH:30]=[CH:31][CH:32]=[C:27]2[N:26]1[CH:34]1[CH2:39][CH2:38][N:37]([C:40](OC2C=CC([N+]([O-])=O)=CC=2)=[O:41])[CH2:36][CH2:35]1.C[Si]([N-][Si](C)(C)C)(C)C.[Na+]. The catalyst is CN(C)C=O. The product is [O:24]=[C:25]1[NH:33][C:28]2=[N:29][CH:30]=[CH:31][CH:32]=[C:27]2[N:26]1[CH:34]1[CH2:35][CH2:36][N:37]([C:40]([O:15][C@H:8]2[C:9]3=[N:10][CH:11]=[CH:12][CH:13]=[C:14]3[C@@H:4]([N:1]=[N+:2]=[N-:3])[C@H:5]([C:16]3[CH:21]=[CH:20][CH:19]=[C:18]([F:22])[C:17]=3[F:23])[CH2:6][CH2:7]2)=[O:41])[CH2:38][CH2:39]1. The yield is 0.730. (2) The reactants are [NH2:1][C:2]1[CH:7]=[CH:6][C:5]([Br:8])=[CH:4][C:3]=1[CH2:9][C:10]#[N:11].[N:12]([O-])=O.[Na+].[OH-].[NH4+]. The catalyst is Cl.O. The product is [Br:8][C:5]1[CH:4]=[C:3]2[C:2](=[CH:7][CH:6]=1)[NH:1][N:12]=[C:9]2[C:10]#[N:11]. The yield is 0.600. (3) The reactants are [Br:1][C:2]1[CH:3]=[C:4](B2OC(C)(C)C(C)(C)O2)[CH:5]=[C:6]([Br:9])[C:7]=1[Cl:8].Br[C:20]([C:22]([F:25])([F:24])[F:23])=[CH2:21].C([O-])([O-])=O.[K+].[K+].N#N. The product is [Br:9][C:6]1[CH:5]=[C:4]([C:20]([C:22]([F:25])([F:24])[F:23])=[CH2:21])[CH:3]=[C:2]([Br:1])[C:7]=1[Cl:8]. The yield is 0.560. The catalyst is C1COCC1.O.C1C=CC(P(C2C=CC=CC=2)[C-]2C=CC=C2)=CC=1.C1C=CC(P(C2C=CC=CC=2)[C-]2C=CC=C2)=CC=1.Cl[Pd]Cl.[Fe+2]. (4) The reactants are F.F.F.C(N(CC)CC)C.C(N(CC)CC)C.[Si]([O:35][CH2:36][C@H:37]1[O:41][C@@H:40]([N:42]2[CH:49]=[C:48]([CH3:50])[C:46](=[O:47])[NH:45][C:43]2=[O:44])[C@H:39]([O:51][CH2:52][CH2:53][O:54][N:55]([CH3:57])[CH3:56])[C@@H:38]1[OH:58])(C(C)(C)C)(C1C=CC=CC=1)C1C=CC=CC=1.CO. The catalyst is C1COCC1.C(Cl)Cl. The product is [CH3:56][N:55]([CH3:57])[O:54][CH2:53][CH2:52][O:51][C@@H:39]1[C@H:38]([OH:58])[C@@H:37]([CH2:36][OH:35])[O:41][C@H:40]1[N:42]1[CH:49]=[C:48]([CH3:50])[C:46](=[O:47])[NH:45][C:43]1=[O:44]. The yield is 0.925. (5) The reactants are C(OC(=O)[NH:7][C:8]1[CH:13]=[CH:12][C:11]([C:14]2[N:15]([CH:31]3[CH2:34][CH2:33][CH2:32]3)[C:16]3[C:21]([C:22]=2[C:23]#[N:24])=[CH:20][CH:19]=[C:18]([O:25][CH2:26][S:27]([CH3:30])(=[O:29])=[O:28])[CH:17]=3)=[CH:10][CH:9]=1)(C)(C)C.C(O)(C(F)(F)F)=O. The catalyst is C(Cl)Cl. The product is [NH2:7][C:8]1[CH:9]=[CH:10][C:11]([C:14]2[N:15]([CH:31]3[CH2:34][CH2:33][CH2:32]3)[C:16]3[C:21]([C:22]=2[C:23]#[N:24])=[CH:20][CH:19]=[C:18]([O:25][CH2:26][S:27]([CH3:30])(=[O:29])=[O:28])[CH:17]=3)=[CH:12][CH:13]=1. The yield is 0.910. (6) The reactants are [NH:1]([C:11]1[CH:19]=[CH:18][CH:17]=[CH:16][C:12]=1[C:13]([OH:15])=O)[C:2]1[CH:10]=[CH:9][CH:8]=[CH:7][C:3]=1[C:4]([OH:6])=[O:5]. The catalyst is P(Cl)(Cl)(Cl)=O. The product is [C:4]([C:3]1[C:2]2[NH:1][C:11]3[C:12](=[CH:16][CH:17]=[CH:18][CH:19]=3)[C:13](=[O:15])[C:10]=2[CH:9]=[CH:8][CH:7]=1)([OH:6])=[O:5]. The yield is 0.940.